From a dataset of Forward reaction prediction with 1.9M reactions from USPTO patents (1976-2016). Predict the product of the given reaction. (1) Given the reactants Br[C:2]1[CH:16]=[N:15][C:5]2[NH:6][C:7]3[CH:12]=[N:11][C:10]([C:13]#[N:14])=[CH:9][C:8]=3[C:4]=2[CH:3]=1.Br[CH2:18][C:19]1[CH:24]=[CH:23][C:22](B(O)O)=[CH:21][CH:20]=1.[C:28]([O:32][C:33](O[C:33]([O:32][C:28]([CH3:31])([CH3:30])[CH3:29])=[O:34])=[O:34])([CH3:31])([CH3:30])[CH3:29].[OH2:43], predict the reaction product. The product is: [C:28]([O:32][C:33]([N:6]1[C:7]2[CH:12]=[N:11][C:10]([C:13]#[N:14])=[CH:9][C:8]=2[C:4]2[CH:3]=[C:2]([C:22]3[CH:23]=[CH:24][C:19]([CH2:18][OH:43])=[CH:20][CH:21]=3)[CH:16]=[N:15][C:5]1=2)=[O:34])([CH3:31])([CH3:30])[CH3:29]. (2) The product is: [O:19]=[S:16]1(=[O:20])[CH2:17][CH2:18][CH:14]([C:5]2[C:4]3[C:8](=[C:9]([C:11]([NH2:13])=[O:12])[CH:10]=[C:2]([C:23]4[CH:24]=[CH:25][O:21][CH:22]=4)[CH:3]=3)[NH:7][CH:6]=2)[CH2:15]1. Given the reactants Br[C:2]1[CH:3]=[C:4]2[C:8](=[C:9]([C:11]([NH2:13])=[O:12])[CH:10]=1)[NH:7][CH:6]=[C:5]2[CH:14]1[CH2:18][CH2:17][S:16](=[O:20])(=[O:19])[CH2:15]1.[O:21]1[CH:25]=[CH:24][C:23](B(O)O)=[CH:22]1.C(=O)([O-])[O-].[K+].[K+], predict the reaction product.